From a dataset of Peptide-MHC class II binding affinity with 134,281 pairs from IEDB. Regression. Given a peptide amino acid sequence and an MHC pseudo amino acid sequence, predict their binding affinity value. This is MHC class II binding data. The peptide sequence is KDPYGATISATPESA. The MHC is HLA-DQA10401-DQB10402 with pseudo-sequence HLA-DQA10401-DQB10402. The binding affinity (normalized) is 0.734.